Dataset: Catalyst prediction with 721,799 reactions and 888 catalyst types from USPTO. Task: Predict which catalyst facilitates the given reaction. Reactant: [NH2:1][C@H:2]([C:18]1[NH:22][C:21]2[CH:23]=[CH:24][CH:25]=[CH:26][C:20]=2[N:19]=1)[CH2:3][CH2:4][CH2:5][CH2:6][NH:7][C:8](=[O:17])[O:9][CH2:10][C:11]1[CH:16]=[CH:15][CH:14]=[CH:13][CH:12]=1.[F:27][C:28]1[CH:36]=[CH:35][C:31]([C:32](Cl)=[O:33])=[CH:30][CH:29]=1.CCN(CC)CC. Product: [NH:22]1[C:21]2[CH:23]=[CH:24][CH:25]=[CH:26][C:20]=2[N:19]=[C:18]1[C@@H:2]([NH:1][C:32](=[O:33])[C:31]1[CH:35]=[CH:36][C:28]([F:27])=[CH:29][CH:30]=1)[CH2:3][CH2:4][CH2:5][CH2:6][NH:7][C:8](=[O:17])[O:9][CH2:10][C:11]1[CH:16]=[CH:15][CH:14]=[CH:13][CH:12]=1. The catalyst class is: 220.